Task: Predict which catalyst facilitates the given reaction.. Dataset: Catalyst prediction with 721,799 reactions and 888 catalyst types from USPTO (1) Reactant: [CH:1]([N:4]=[C:5]=[O:6])([CH3:3])[CH3:2].[NH2:7][C:8]([CH3:29])([CH3:28])[CH2:9][N:10]1[C:22]2[C:21]3[N:20]=[CH:19][CH:18]=[CH:17][C:16]=3[N:15]=[C:14]([NH2:23])[C:13]=2[N:12]=[C:11]1[CH2:24][O:25][CH2:26][CH3:27]. Product: [NH2:23][C:14]1[C:13]2[N:12]=[C:11]([CH2:24][O:25][CH2:26][CH3:27])[N:10]([CH2:9][C:8]([NH:7][C:5]([NH:4][CH:1]([CH3:3])[CH3:2])=[O:6])([CH3:28])[CH3:29])[C:22]=2[C:21]2[N:20]=[CH:19][CH:18]=[CH:17][C:16]=2[N:15]=1. The catalyst class is: 4. (2) Reactant: [OH-].[Li+].[C:3]([NH:7][C:8]1[CH:13]=[CH:12][C:11]([CH2:14][C@H:15]([NH:20][CH2:21][O:22][CH2:23][C:24]2[CH:29]=[CH:28][CH:27]=[CH:26][CH:25]=2)[C:16]([O:18]C)=[O:17])=[CH:10][CH:9]=1)(=[O:6])[CH:4]=[CH2:5].C1COCC1.O. Product: [C:3]([NH:7][C:8]1[CH:9]=[CH:10][C:11]([CH2:14][C@H:15]([NH:20][CH2:21][O:22][CH2:23][C:24]2[CH:25]=[CH:26][CH:27]=[CH:28][CH:29]=2)[C:16]([OH:18])=[O:17])=[CH:12][CH:13]=1)(=[O:6])[CH:4]=[CH2:5]. The catalyst class is: 775.